From a dataset of Forward reaction prediction with 1.9M reactions from USPTO patents (1976-2016). Predict the product of the given reaction. (1) Given the reactants [CH3:1][O:2][C:3](=[O:15])[C:4]1[CH:9]=[CH:8][C:7](F)=[C:6]([S:11]([CH3:14])(=[O:13])=[O:12])[CH:5]=1.Cl.[CH3:17][NH:18][CH3:19].C(=O)([O-])[O-].[K+].[K+], predict the reaction product. The product is: [CH3:1][O:2][C:3](=[O:15])[C:4]1[CH:9]=[CH:8][C:7]([N:18]([CH3:19])[CH3:17])=[C:6]([S:11]([CH3:14])(=[O:13])=[O:12])[CH:5]=1. (2) Given the reactants [Cl:1][C:2]1[N:7]=[C:6](Cl)[CH:5]=[CH:4][N:3]=1.[F:9][C:10]1[CH:15]=[CH:14][C:13]([CH:16]([NH2:18])[CH3:17])=[CH:12][CH:11]=1, predict the reaction product. The product is: [F:9][C:10]1[CH:15]=[CH:14][C:13]([CH:16]([NH:18][C:2]2[N:7]=[C:6]([NH:18][CH:16]([C:13]3[CH:14]=[CH:15][C:10]([F:9])=[CH:11][CH:12]=3)[CH3:17])[CH:5]=[CH:4][N:3]=2)[CH3:17])=[CH:12][CH:11]=1.[ClH:1]. (3) The product is: [O:7]([C:8]1[CH:13]=[CH:12][C:11]([N:14]2[C:18]3=[N:19][CH:20]=[C:21]([Cl:23])[CH:22]=[C:17]3[CH:16]=[CH:15]2)=[CH:10][C:9]=1[Cl:24])[C@H:6]1[O:25][C@H:26]([CH2:37][OH:38])[C@@H:27]([OH:33])[C@H:28]([OH:29])[C@@H:5]1[OH:4]. Given the reactants C([O:4][C@H:5]1[C@@H:28]([O:29]C(=O)C)[C@H:27]([O:33]C(=O)C)[C@@H:26]([CH2:37][O:38]C(=O)C)[O:25][C@@H:6]1[O:7][C:8]1[CH:13]=[CH:12][C:11]([N:14]2[C:18]3=[N:19][CH:20]=[C:21]([Cl:23])[CH:22]=[C:17]3[CH:16]=[CH:15]2)=[CH:10][C:9]=1[Cl:24])(=O)C, predict the reaction product. (4) Given the reactants [N+:1]([C:4]1[CH:31]([CH3:32])[CH:8]2[CH2:9][C:10]([CH2:13][N:14]3[CH2:19][CH2:18][N:17]([C:20]4[CH:25]=[CH:24][C:23]([N:26]5[CH:30]=[CH:29][N:28]=[CH:27]5)=[CH:22][CH:21]=4)[CH2:16][CH2:15]3)([CH3:12])[O:11][C:7]2=[C:6]([CH3:33])[C:5]=1[CH3:34])([O-])=O.C(O)C.Cl.[OH-].[Na+], predict the reaction product. The product is: [NH2:1][C:4]1[CH:31]([CH3:32])[CH:8]2[CH2:9][C:10]([CH2:13][N:14]3[CH2:15][CH2:16][N:17]([C:20]4[CH:25]=[CH:24][C:23]([N:26]5[CH:30]=[CH:29][N:28]=[CH:27]5)=[CH:22][CH:21]=4)[CH2:18][CH2:19]3)([CH3:12])[O:11][C:7]2=[C:6]([CH3:33])[C:5]=1[CH3:34].